Dataset: Catalyst prediction with 721,799 reactions and 888 catalyst types from USPTO. Task: Predict which catalyst facilitates the given reaction. (1) Reactant: [CH3:1][C:2]1[C:3]([C:8]#[N:9])=[N:4][CH:5]=[CH:6][CH:7]=1.C1C(=O)N([Br:17])C(=O)C1.C(OOC(=O)C1C=CC=CC=1)(=O)C1C=CC=CC=1. Product: [Br:17][CH2:1][C:2]1[C:3]([C:8]#[N:9])=[N:4][CH:5]=[CH:6][CH:7]=1. The catalyst class is: 53. (2) Reactant: Br[C:2]1[N:10]([CH2:11][O:12][CH2:13][CH2:14][Si:15]([CH3:18])([CH3:17])[CH3:16])[C:9]2[C:8](=[O:19])[N:7]([CH2:20][CH2:21][CH:22]([OH:24])[CH3:23])[C:6](=[O:25])[N:5]([CH3:26])[C:4]=2[N:3]=1.[F:27][C:28]([F:38])([F:37])[O:29][C:30]1[CH:31]=[C:32]([OH:36])[CH:33]=[CH:34][CH:35]=1.C(=O)([O-])[O-].[K+].[K+]. Product: [OH:24][CH:22]([CH3:23])[CH2:21][CH2:20][N:7]1[C:8](=[O:19])[C:9]2[N:10]([CH2:11][O:12][CH2:13][CH2:14][Si:15]([CH3:18])([CH3:17])[CH3:16])[C:2]([O:36][C:32]3[CH:33]=[CH:34][CH:35]=[C:30]([O:29][C:28]([F:27])([F:37])[F:38])[CH:31]=3)=[N:3][C:4]=2[N:5]([CH3:26])[C:6]1=[O:25]. The catalyst class is: 13. (3) Reactant: [CH3:1][N:2]1[CH2:7][CH2:6][N:5]([C:8]2[C:9]([N+:15]([O-])=O)=[C:10]([CH:12]=[CH:13][CH:14]=2)[NH2:11])[CH2:4][CH2:3]1. Product: [CH3:1][N:2]1[CH2:3][CH2:4][N:5]([C:8]2[CH:14]=[CH:13][CH:12]=[C:10]([NH2:11])[C:9]=2[NH2:15])[CH2:6][CH2:7]1. The catalyst class is: 63.